This data is from Full USPTO retrosynthesis dataset with 1.9M reactions from patents (1976-2016). The task is: Predict the reactants needed to synthesize the given product. (1) Given the product [NH2:8][C:9]1([C:13]2[CH:18]=[CH:17][C:16]([C:19]3[N:23]4[C:24]5[CH:36]=[CH:35][CH:34]=[N:33][C:25]=5[NH:26][C:27]5[CH:32]=[CH:31][CH:30]=[CH:29][C:28]=5[C:22]4=[N:21][C:20]=3[C:37]3[CH:38]=[CH:39][C:40]([NH:43][C:44](=[O:47])[O:45][CH3:46])=[CH:41][CH:42]=3)=[CH:15][CH:14]=2)[CH2:12][CH2:11][CH2:10]1, predict the reactants needed to synthesize it. The reactants are: C(OC([NH:8][C:9]1([C:13]2[CH:18]=[CH:17][C:16]([C:19]3[N:23]4[C:24]5[CH:36]=[CH:35][CH:34]=[N:33][C:25]=5[NH:26][C:27]5[CH:32]=[CH:31][CH:30]=[CH:29][C:28]=5[C:22]4=[N:21][C:20]=3[C:37]3[CH:42]=[CH:41][C:40]([NH:43][C:44](=[O:47])[O:45][CH3:46])=[CH:39][CH:38]=3)=[CH:15][CH:14]=2)[CH2:12][CH2:11][CH2:10]1)=O)(C)(C)C.Cl.O1CCOCC1. (2) Given the product [OH:2][CH2:1][C:3]1[CH:8]=[C:7]([O:9][C:10]([F:13])([F:12])[F:11])[CH:6]=[CH:5][C:4]=1[NH:14][C:15](=[O:21])[O:16][C:17]([CH3:19])([CH3:18])[CH3:20], predict the reactants needed to synthesize it. The reactants are: [CH:1]([C:3]1[CH:8]=[C:7]([O:9][C:10]([F:13])([F:12])[F:11])[CH:6]=[CH:5][C:4]=1[NH:14][C:15](=[O:21])[O:16][C:17]([CH3:20])([CH3:19])[CH3:18])=[O:2].[BH4-].[Na+].